From a dataset of Forward reaction prediction with 1.9M reactions from USPTO patents (1976-2016). Predict the product of the given reaction. Given the reactants [Na].Br[C:3]1[N:4]([CH:19]2[CH2:24][CH2:23][CH2:22][CH2:21][O:20]2)[C:5]2[C:10]([N:11]=1)=[C:9]([NH2:12])[N:8]=[C:7]([O:13][CH2:14][CH2:15][O:16][CH2:17][CH3:18])[N:6]=2.[CH3:25][OH:26], predict the reaction product. The product is: [CH2:17]([O:16][CH2:15][CH2:14][O:13][C:7]1[N:6]=[C:5]2[C:10]([N:11]=[C:3]([O:26][CH3:25])[N:4]2[CH:19]2[CH2:24][CH2:23][CH2:22][CH2:21][O:20]2)=[C:9]([NH2:12])[N:8]=1)[CH3:18].